Dataset: Peptide-MHC class I binding affinity with 185,985 pairs from IEDB/IMGT. Task: Regression. Given a peptide amino acid sequence and an MHC pseudo amino acid sequence, predict their binding affinity value. This is MHC class I binding data. The peptide sequence is KRMMVRHCL. The MHC is HLA-B07:02 with pseudo-sequence HLA-B07:02. The binding affinity (normalized) is 0.0847.